Dataset: Acute oral toxicity (LD50) regression data from Zhu et al.. Task: Regression/Classification. Given a drug SMILES string, predict its toxicity properties. Task type varies by dataset: regression for continuous values (e.g., LD50, hERG inhibition percentage) or binary classification for toxic/non-toxic outcomes (e.g., AMES mutagenicity, cardiotoxicity, hepatotoxicity). Dataset: ld50_zhu. (1) The molecule is COP(=S)(OC)SCOC(C)=O. The rat oral LD50 is 3.39, given as -log10 of the dose in mol/kg body weight (higher means more acutely toxic). (2) The drug is C=CCBr. The rat oral LD50 is 3.00, given as -log10 of the dose in mol/kg body weight (higher means more acutely toxic). (3) The molecule is C=CC(=O)OCCCCCCC. The rat oral LD50 is 1.58, given as -log10 of the dose in mol/kg body weight (higher means more acutely toxic). (4) The molecule is CC1CNCC(C)O1. The rat oral LD50 is 1.61, given as -log10 of the dose in mol/kg body weight (higher means more acutely toxic).